This data is from Forward reaction prediction with 1.9M reactions from USPTO patents (1976-2016). The task is: Predict the product of the given reaction. (1) Given the reactants [C:1]([N:8]1[CH2:11][C:10](=[O:12])[CH2:9]1)([O:3][C:4]([CH3:7])([CH3:6])[CH3:5])=[O:2].[CH3:13][CH2:14][CH2:15][C:16]#[C:17][CH2:18][CH2:19][CH3:20], predict the reaction product. The product is: [O:12]=[C:10]1[CH2:9][N:8]([C:1]([O:3][C:4]([CH3:7])([CH3:6])[CH3:5])=[O:2])[CH2:11][C:17]([CH2:18][CH2:19][CH3:20])=[C:16]1[CH2:15][CH2:14][CH3:13]. (2) Given the reactants [NH2:1][C:2]1[C:10]([Cl:11])=[CH:9][C:8]([Cl:12])=[CH:7][C:3]=1[C:4]([OH:6])=O.N1[CH:17]=[CH:16]N=C1.C(Cl)(=O)C.Cl.[NH2:23][CH:24]1[CH2:29][CH2:28][C:27](=[O:30])[NH:26][C:25]1=[O:31].P(OC1C=CC=CC=1)(OC1C=CC=CC=1)OC1C=CC=CC=1, predict the reaction product. The product is: [Cl:12][C:8]1[CH:7]=[C:3]2[C:2](=[C:10]([Cl:11])[CH:9]=1)[N:1]=[C:16]([CH3:17])[N:23]([CH:24]1[CH2:29][CH2:28][C:27](=[O:30])[NH:26][C:25]1=[O:31])[C:4]2=[O:6]. (3) Given the reactants [C:1]([C:4]1[CH:8]=[CH:7][S:6][CH:5]=1)(=O)[CH3:2].[NH2:9][NH:10][C:11]([NH2:13])=[S:12].C(O)(=O)C, predict the reaction product. The product is: [C:1](=[N:9][NH:10][C:11]([NH2:13])=[S:12])([C:4]1[CH:8]=[CH:7][S:6][CH:5]=1)[CH3:2]. (4) Given the reactants [C:1]([O:5][C:6]([NH:8][C:9]1[C:10]([CH2:17][C:18]([OH:20])=O)=[CH:11][C:12]([O:15][CH3:16])=[N:13][CH:14]=1)=[O:7])([CH3:4])([CH3:3])[CH3:2].C(Cl)CCl.C1C=NC2N(O)N=NC=2C=1.CCN(C(C)C)C(C)C, predict the reaction product. The product is: [C:1]([O:5][C:6]([N:8]1[C:9]2=[CH:14][N:13]=[C:12]([O:15][CH3:16])[CH:11]=[C:10]2[CH2:17][C:18]1=[O:20])=[O:7])([CH3:4])([CH3:3])[CH3:2]. (5) The product is: [NH2:7][CH2:8][CH2:9][N:10]1[C:18]2[C:17]([NH:21][C:22]3[CH:41]=[CH:40][C:25]([O:26][C:27]4[CH:28]=[CH:29][C:30]([F:39])=[C:31]([CH:38]=4)[C:32]([NH:34][CH:35]4[CH2:37][CH2:36]4)=[O:33])=[C:24]([Cl:42])[CH:23]=3)=[N:16][CH:15]=[N:14][C:13]=2[CH:12]=[CH:11]1. Given the reactants C(OC(=O)[NH:7][CH2:8][CH2:9][N:10]1[C:18]2[C:17](Cl)=[N:16][CH:15]=[N:14][C:13]=2[CH:12]=[CH:11]1)(C)(C)C.[NH2:21][C:22]1[CH:41]=[CH:40][C:25]([O:26][C:27]2[CH:28]=[CH:29][C:30]([F:39])=[C:31]([CH:38]=2)[C:32]([NH:34][CH:35]2[CH2:37][CH2:36]2)=[O:33])=[C:24]([Cl:42])[CH:23]=1.C(=O)(O)[O-].[Na+].Cl.C(OCC)(=O)C, predict the reaction product. (6) Given the reactants Cl.[CH:2]([C:4]1[C:9]([CH3:10])=[CH:8][C:7]([NH:11][C:12]([CH2:14][CH2:15][N:16]2[CH2:21][CH2:20][CH:19]([O:22][C:23](=[O:37])[NH:24][C:25]3[CH:30]=[CH:29][CH:28]=[CH:27][C:26]=3[C:31]3[CH:36]=[CH:35][CH:34]=[CH:33][CH:32]=3)[CH2:18][CH2:17]2)=[O:13])=[C:6]([CH3:38])[CH:5]=1)=O.C(O)(=O)C.[NH2:43][CH2:44][C@@H:45]([C:54]1[CH:55]=[CH:56][C:57]([OH:63])=[C:58]([NH:60][CH:61]=[O:62])[CH:59]=1)[O:46][Si:47]([C:50]([CH3:53])([CH3:52])[CH3:51])([CH3:49])[CH3:48].C(O[BH-](OC(=O)C)OC(=O)C)(=O)C.[Na+].C(=O)(O)[O-].[Na+], predict the reaction product. The product is: [Si:47]([O:46][C@H:45]([C:54]1[CH:55]=[CH:56][C:57]([OH:63])=[C:58]([NH:60][CH:61]=[O:62])[CH:59]=1)[CH2:44][NH:43][CH2:2][C:4]1[C:9]([CH3:10])=[CH:8][C:7]([NH:11][C:12]([CH2:14][CH2:15][N:16]2[CH2:21][CH2:20][CH:19]([O:22][C:23](=[O:37])[NH:24][C:25]3[CH:30]=[CH:29][CH:28]=[CH:27][C:26]=3[C:31]3[CH:36]=[CH:35][CH:34]=[CH:33][CH:32]=3)[CH2:18][CH2:17]2)=[O:13])=[C:6]([CH3:38])[CH:5]=1)([C:50]([CH3:53])([CH3:52])[CH3:51])([CH3:49])[CH3:48].